From a dataset of Reaction yield outcomes from USPTO patents with 853,638 reactions. Predict the reaction yield, written as a fraction of the theoretical maximum amount of product (1.0 means a 100% yield; for example, 0.34 means a 34% yield). (1) The reactants are [N+:1]([C:4]1[C:5]([CH2:10][C:11]([O:13][CH2:14][CH3:15])=[O:12])=[N:6][CH:7]=[CH:8][CH:9]=1)([O-])=O. The catalyst is C(O)C.[Pd]. The product is [NH2:1][C:4]1[C:5]([CH2:10][C:11]([O:13][CH2:14][CH3:15])=[O:12])=[N:6][CH:7]=[CH:8][CH:9]=1. The yield is 0.940. (2) The reactants are [OH:1][C:2]1[CH:3]=[CH:4][C:5]([N+:10]([O-:12])=[O:11])=[C:6]([CH:9]=1)[CH:7]=[O:8].OO.[OH:15]S(O)(=O)=O. The catalyst is [OH-].[Na+]. The product is [OH:1][C:2]1[CH:3]=[CH:4][C:5]([N+:10]([O-:12])=[O:11])=[C:6]([CH:9]=1)[C:7]([OH:15])=[O:8]. The yield is 0.940. (3) The reactants are [NH2:1][C:2]1[C:21]([Br:22])=[CH:20][C:5]2[C:6]([C:16]([NH:18][CH3:19])=[O:17])=[C:7]([C:9]3[CH:10]=[N:11][C:12](F)=[CH:13][CH:14]=3)[O:8][C:4]=2[CH:3]=1.[F:23][C:24]1[CH:29]=[CH:28][C:27]([OH:30])=[CH:26][CH:25]=1.C([O-])([O-])=O.[K+].[K+]. The catalyst is CN(C=O)C.C1COCC1. The product is [NH2:1][C:2]1[C:21]([Br:22])=[CH:20][C:5]2[C:6]([C:16]([NH:18][CH3:19])=[O:17])=[C:7]([C:9]3[CH:10]=[N:11][C:12]([O:30][C:27]4[CH:28]=[CH:29][C:24]([F:23])=[CH:25][CH:26]=4)=[CH:13][CH:14]=3)[O:8][C:4]=2[CH:3]=1. The yield is 0.610. (4) The product is [ClH:1].[Cl:1][C:2]1[CH:3]=[CH:4][C:5]([CH2:8][CH2:9][C:10]2[CH:15]=[CH:14][N:13]([C:16]3[CH:21]=[CH:20][C:19]4[C:22]5[CH2:23][NH:24][CH2:25][CH2:26][C:27]=5[O:28][C:18]=4[CH:17]=3)[C:12](=[O:29])[CH:11]=2)=[N:6][CH:7]=1. The reactants are [Cl:1][C:2]1[CH:3]=[CH:4][C:5]([CH2:8][CH2:9][C:10]2[CH:15]=[CH:14][N:13]([C:16]3[CH:21]=[CH:20][C:19]4[C:22]5[CH2:23][NH:24][CH2:25][CH2:26][C:27]=5[O:28][C:18]=4[CH:17]=3)[C:12](=[O:29])[CH:11]=2)=[N:6][CH:7]=1.Cl.CCOCC. The yield is 1.00. The catalyst is CO. (5) The reactants are [CH2:1]([Li])[CH2:2][CH2:3][CH3:4].[CH3:6][C:7]1[C@@H:8]([O:20][Si:21]([CH2:26][CH3:27])([CH2:24][CH3:25])[CH2:22][CH3:23])[C@H:9]([CH:18]=O)[CH2:10][C:11]=1[C:12]1C=CC=[CH:14][N:13]=1.[CH2:28]1COCC1. The catalyst is [Br-].C[P+](C1C=CC=CC=1)(C1C=CC=CC=1)C1C=CC=CC=1. The product is [CH3:4][C:3]1[CH:2]=[CH:1][C:12]([C:11]2[CH2:10][C@@H:9]([CH:18]=[CH2:28])[C@H:8]([O:20][Si:21]([CH2:22][CH3:23])([CH2:24][CH3:25])[CH2:26][CH3:27])[C:7]=2[CH3:6])=[N:13][CH:14]=1. The yield is 0.730. (6) The reactants are [NH2:1][C:2]1[N:10]=[C:9]2[C:5]([N:6]=[CH:7][N:8]2[C@@H:11]2[O:15][C@H:14]([CH2:16][OH:17])[C@@H:13]([OH:18])[C@:12]2([F:20])[CH3:19])=[C:4]([NH2:21])[N:3]=1.[CH3:22][C:23]([Si:26](Cl)([CH3:28])[CH3:27])([CH3:25])[CH3:24].CO. The catalyst is N1C=CC=CC=1. The product is [Si:26]([O:17][CH2:16][C@@H:14]1[C@@H:13]([OH:18])[C@:12]([F:20])([CH3:19])[C@H:11]([N:8]2[CH:7]=[N:6][C:5]3[C:9]2=[N:10][C:2]([NH2:1])=[N:3][C:4]=3[NH2:21])[O:15]1)([C:23]([CH3:25])([CH3:24])[CH3:22])([CH3:28])[CH3:27]. The yield is 0.870. (7) The reactants are COC1C=CC(C[N:8]2[C:16]3[C:15](=[O:17])[N:14]4[C:18]([CH3:21])=[N:19][N:20]=[C:13]4[N:12]([CH2:22][CH2:23][CH2:24][CH2:25][CH3:26])[C:11]=3[N:10]=[C:9]2N2C=NC=N2)=CC=1. The catalyst is FC(F)(F)C(O)=O. The product is [CH3:21][C:18]1[N:14]2[C:15](=[O:17])[C:16]3[NH:8][C:9]([N:14]4[CH:13]=[N:20][N:19]=[CH:18]4)=[N:10][C:11]=3[N:12]([CH2:22][CH2:23][CH2:24][CH2:25][CH3:26])[C:13]2=[N:20][N:19]=1. The yield is 0.520.